The task is: Regression. Given a peptide amino acid sequence and an MHC pseudo amino acid sequence, predict their binding affinity value. This is MHC class I binding data.. This data is from Peptide-MHC class I binding affinity with 185,985 pairs from IEDB/IMGT. (1) The peptide sequence is RVCSCLWMML. The MHC is Patr-B0101 with pseudo-sequence Patr-B0101. The binding affinity (normalized) is 0.556. (2) The peptide sequence is KSLYNTIAVLY. The MHC is HLA-A02:06 with pseudo-sequence HLA-A02:06. The binding affinity (normalized) is 0.384. (3) The peptide sequence is QIYLSDSDNI. The MHC is HLA-A02:03 with pseudo-sequence HLA-A02:03. The binding affinity (normalized) is 0.0867. (4) The peptide sequence is QNQEYSLL. The MHC is H-2-Db with pseudo-sequence H-2-Db. The binding affinity (normalized) is 0.